From a dataset of Full USPTO retrosynthesis dataset with 1.9M reactions from patents (1976-2016). Predict the reactants needed to synthesize the given product. (1) Given the product [C:15]1([N:6]2[C:5]3[CH:21]=[CH:22][C:2]([B:30]([OH:31])[OH:29])=[CH:3][C:4]=3[N:8]=[C:7]2[C:9]2[CH:14]=[CH:13][CH:12]=[CH:11][CH:10]=2)[CH:20]=[CH:19][CH:18]=[CH:17][CH:16]=1, predict the reactants needed to synthesize it. The reactants are: Br[C:2]1[CH:22]=[CH:21][C:5]2[N:6]([C:15]3[CH:20]=[CH:19][CH:18]=[CH:17][CH:16]=3)[C:7]([C:9]3[CH:14]=[CH:13][CH:12]=[CH:11][CH:10]=3)=[N:8][C:4]=2[CH:3]=1.C([Li])CCC.C[O:29][B:30](OC)[O:31]C.Cl. (2) Given the product [CH3:1][C:2]1[CH:7]=[CH:6][C:5]([S:8]([O:13][CH2:14][C@@H:15]2[CH2:19][CH2:18][CH2:17][N:16]2[C:20]([O:22][C:23]([CH3:26])([CH3:25])[CH3:24])=[O:21])(=[O:10])=[O:9])=[CH:4][CH:3]=1, predict the reactants needed to synthesize it. The reactants are: [CH3:1][C:2]1[CH:7]=[CH:6][C:5]([S:8](Cl)(=[O:10])=[O:9])=[CH:4][CH:3]=1.O[O:13][CH2:14][C@@H:15]1[CH2:19][CH2:18][CH2:17][N:16]1[C:20]([O:22][C:23]([CH3:26])([CH3:25])[CH3:24])=[O:21].